Dataset: Full USPTO retrosynthesis dataset with 1.9M reactions from patents (1976-2016). Task: Predict the reactants needed to synthesize the given product. (1) Given the product [F:24][C:25]([F:38])([F:37])[S:26]([O:16][C:5]1[CH:4]=[CH:3][C:2]([F:1])=[C:7]([NH:8][CH2:9][CH:10]2[CH2:15][CH2:14][O:13][CH2:12][CH2:11]2)[N:6]=1)(=[O:28])=[O:27], predict the reactants needed to synthesize it. The reactants are: [F:1][C:2]1[CH:3]=[CH:4][C:5]([OH:16])=[N:6][C:7]=1[NH:8][CH2:9][CH:10]1[CH2:15][CH2:14][O:13][CH2:12][CH2:11]1.C(N(CC)CC)C.[F:24][C:25]([F:38])([F:37])[S:26](O[S:26]([C:25]([F:38])([F:37])[F:24])(=[O:28])=[O:27])(=[O:28])=[O:27].C([O-])(O)=O.[Na+]. (2) Given the product [CH2:2]([C:22]([OH:23])([CH:21]([OH:25])[CH2:2][CH2:3][CH2:4][CH2:5][CH2:6][CH2:7][CH2:8][CH2:9]/[CH:10]=[CH:11]\[CH2:12]/[CH:13]=[CH:14]\[CH2:15][CH2:16][CH2:17][CH2:18][CH3:19])[CH2:2][CH2:3][CH2:4][CH2:5][CH2:6][CH2:7][CH2:8][CH2:9]/[CH:10]=[CH:11]\[CH2:12]/[CH:13]=[CH:14]\[CH2:15][CH2:16][CH2:17][CH2:18][CH3:19])[CH2:3][CH2:4][CH2:5][CH2:6][CH2:7][CH2:8][CH2:9]/[CH:10]=[CH:11]\[CH2:12]/[CH:13]=[CH:14]\[CH2:15][CH2:16][CH2:17][CH2:18][CH3:19], predict the reactants needed to synthesize it. The reactants are: [Mg].[CH2:2](Br)[CH2:3][CH2:4][CH2:5][CH2:6][CH2:7][CH2:8][CH2:9]/[CH:10]=[CH:11]\[CH2:12]/[CH:13]=[CH:14]\[CH2:15][CH2:16][CH2:17][CH2:18][CH3:19].[C:21]([O:25]CC)(=O)[CH:22]=[O:23].